From a dataset of Full USPTO retrosynthesis dataset with 1.9M reactions from patents (1976-2016). Predict the reactants needed to synthesize the given product. (1) Given the product [Cl:1][C:2]1[CH:3]=[C:4]2[C:13](=[CH:14][N:15]=1)[C:12]1[N:8]([CH:9]=[C:10]([C:22]3[N:68]([CH2:67][C:66]([F:71])([F:70])[F:65])[N:21]=[C:18]([CH3:19])[N:20]=3)[N:11]=1)[CH2:7][CH2:6][O:5]2, predict the reactants needed to synthesize it. The reactants are: [Cl:1][C:2]1[CH:3]=[C:4]2[C:13](=[CH:14][N:15]=1)[C:12]1[N:8]([CH:9]=[C:10](I)[N:11]=1)[CH2:7][CH2:6][O:5]2.Cl.[C:18]([NH2:21])(=[NH:20])[CH3:19].[C:22]1(P(C2C=CC=CC=2)C2C3OC4C(=CC=CC=4P(C4C=CC=CC=4)C4C=CC=CC=4)C(C)(C)C=3C=CC=2)C=CC=CC=1.Cl.[F:65][C:66]([F:71])([F:70])[CH2:67][NH:68]N. (2) Given the product [CH3:1][C@@H:2]1[CH2:7][CH2:6][CH2:5][CH2:4][C@@H:3]1[NH:8][C:9]1[C:14]([CH2:15][OH:16])=[CH:13][N:12]=[C:11]2[NH:20][CH:21]=[CH:22][C:10]=12, predict the reactants needed to synthesize it. The reactants are: [CH3:1][C@@H:2]1[CH2:7][CH2:6][CH2:5][CH2:4][C@@H:3]1[NH:8][C:9]1[C:14]([C:15](OCC)=[O:16])=[CH:13][N:12]=[C:11]2[NH:20][CH:21]=[CH:22][C:10]=12.[H-].[Al+3].[Li+].[H-].[H-].[H-].O.[OH-].[Na+]. (3) Given the product [Cl:33][C:30]1[CH:31]=[CH:32][C:27]2[S:26][C:25](=[O:34])[N:24]([CH2:23][C:22]([N:21]([CH2:20][C:12]3[N:11]([CH2:10][CH2:9][OH:8])[C:15]4[CH:16]=[CH:17][CH:18]=[CH:19][C:14]=4[N:13]=3)[CH3:36])=[O:35])[C:28]=2[CH:29]=1, predict the reactants needed to synthesize it. The reactants are: [Si]([O:8][CH2:9][CH2:10][N:11]1[C:15]2[CH:16]=[CH:17][CH:18]=[CH:19][C:14]=2[N:13]=[C:12]1[CH2:20][N:21]([CH3:36])[C:22](=[O:35])[CH2:23][N:24]1[C:28]2[CH:29]=[C:30]([Cl:33])[CH:31]=[CH:32][C:27]=2[S:26][C:25]1=[O:34])(C(C)(C)C)(C)C.[F-].C([N+](CCCC)(CCCC)CCCC)CCC. (4) The reactants are: [NH:1]([C:3]1[NH:4][C:5]2[C:10]([N:11]=1)=[C:9]([NH2:12])[N:8]=[CH:7][N:6]=2)[NH2:2].[C:13]([CH:16]1[C:21](=[O:22])[CH2:20][C:19]([CH3:24])([CH3:23])[CH2:18][C:17]1=O)(=O)[CH3:14]. Given the product [NH2:12][C:9]1[N:8]=[CH:7][N:6]=[C:5]2[C:10]=1[N:11]=[C:3]([N:1]1[C:17]3[CH2:18][C:19]([CH3:23])([CH3:24])[CH2:20][C:21](=[O:22])[C:16]=3[C:13]([CH3:14])=[N:2]1)[NH:4]2, predict the reactants needed to synthesize it. (5) Given the product [C:26]([NH:1][C:2]1[S:3][CH:4]=[C:5]([CH2:7][CH2:8][CH2:9][C:10]2[CH:19]=[CH:18][C:13]([C:14]([O:16][CH3:17])=[O:15])=[CH:12][CH:11]=2)[N:6]=1)(=[O:27])[CH3:28], predict the reactants needed to synthesize it. The reactants are: [NH2:1][C:2]1[S:3][CH:4]=[C:5]([CH2:7][CH2:8][CH2:9][C:10]2[CH:19]=[CH:18][C:13]([C:14]([O:16][CH3:17])=[O:15])=[CH:12][CH:11]=2)[N:6]=1.N1C=CC=CC=1.[C:26](Cl)([CH3:28])=[O:27]. (6) Given the product [CH3:10][O:9][C:7]([C:6]1[CH:11]=[C:2]([C:2]2[CH:3]=[CH:4][C:5]([CH:16]=[O:19])=[CH:6][CH:11]=2)[CH:3]=[C:4]([C:12]([O:14][CH3:15])=[O:13])[CH:5]=1)=[O:8], predict the reactants needed to synthesize it. The reactants are: Br[C:2]1[CH:3]=[C:4]([C:12]([O:14][CH3:15])=[O:13])[CH:5]=[C:6]([CH:11]=1)[C:7]([O:9][CH3:10])=[O:8].[C:16]([O-:19])([O-])=O.[K+].[K+].O. (7) Given the product [N:32]1([NH:33][C:13]([C:11]2[N:12]=[C:8]([C:3]3[CH:4]=[CH:5][CH:6]=[CH:7][C:2]=3[Cl:1])[NH:9][C:10]=2[CH3:16])=[O:15])[CH2:29][CH2:30][CH2:31][CH2:26][CH2:27]1, predict the reactants needed to synthesize it. The reactants are: [Cl:1][C:2]1[CH:7]=[CH:6][CH:5]=[CH:4][C:3]=1[C:8]1[NH:9][C:10]([CH3:16])=[C:11]([C:13]([OH:15])=O)[N:12]=1.CN(C(ON1[N:33]=[N:32][C:27]2C=[CH:29][CH:30]=[CH:31][C:26]1=2)=[N+](C)C)C.[B-](F)(F)(F)F.NN1CCCCC1.O. (8) Given the product [O:1]=[C:2]1[C:10]2[C:5](=[CH:6][CH:7]=[CH:8][CH:9]=2)[C:4](=[O:11])[N:3]1[CH2:12][CH2:13][C:14]1[N:39]=[C:38]([C:37]([O:36][CH2:34][CH3:35])=[O:40])[C:22]2[C:17](=[CH:18][CH:19]=[CH:20][CH:21]=2)[N:16]=1, predict the reactants needed to synthesize it. The reactants are: [O:1]=[C:2]1[C:10]2[C:5](=[CH:6][CH:7]=[CH:8][CH:9]=2)[C:4](=[O:11])[N:3]1[CH2:12][CH2:13][C:14]([NH:16][C:17]1[CH:22]=[CH:21][CH:20]=[CH:19][CH:18]=1)=O.P(Cl)(Cl)(Cl)(Cl)Cl.Cl[Sn](Cl)(Cl)Cl.[CH2:34]([O:36][C:37](=[O:40])[C:38]#[N:39])[CH3:35]. (9) Given the product [CH2:13]([CH:10]1[C:11]2[C:6](=[CH:5][CH:4]=[C:3]([CH2:2][NH:1][S:39]([CH2:38][CH:35]3[CH2:37][CH2:36]3)(=[O:41])=[O:40])[CH:12]=2)[CH2:7][CH2:8][CH:9]1[NH:20][C:21](=[O:27])[O:22][C:23]([CH3:24])([CH3:26])[CH3:25])[C:14]1[CH:15]=[CH:16][CH:17]=[CH:18][CH:19]=1, predict the reactants needed to synthesize it. The reactants are: [NH2:1][CH2:2][C:3]1[CH:12]=[C:11]2[C:6]([CH2:7][CH2:8][CH:9]([NH:20][C:21](=[O:27])[O:22][C:23]([CH3:26])([CH3:25])[CH3:24])[CH:10]2[CH2:13][C:14]2[CH:19]=[CH:18][CH:17]=[CH:16][CH:15]=2)=[CH:5][CH:4]=1.C(N(CC)CC)C.[CH:35]1([CH2:38][S:39](Cl)(=[O:41])=[O:40])[CH2:37][CH2:36]1.